This data is from TCR-epitope binding with 47,182 pairs between 192 epitopes and 23,139 TCRs. The task is: Binary Classification. Given a T-cell receptor sequence (or CDR3 region) and an epitope sequence, predict whether binding occurs between them. (1) The epitope is FLPRVFSAV. The TCR CDR3 sequence is CASSLVSAGTYEQYF. Result: 1 (the TCR binds to the epitope). (2) The epitope is KPLEFGATSAAL. The TCR CDR3 sequence is CASSYSLTATGAGELFF. Result: 0 (the TCR does not bind to the epitope). (3) The epitope is LEPLVDLPI. The TCR CDR3 sequence is CASSSGWRPVEDTQYF. Result: 1 (the TCR binds to the epitope). (4) The epitope is KRWIILGLNK. The TCR CDR3 sequence is CASSQGTSDYGQYF. Result: 1 (the TCR binds to the epitope). (5) The TCR CDR3 sequence is CASSLMRNVDEQYF. Result: 1 (the TCR binds to the epitope). The epitope is EILDITPCSF. (6) The epitope is EILDITPCSF. The TCR CDR3 sequence is CASSFEWTEAFF. Result: 1 (the TCR binds to the epitope). (7) The epitope is GTSGSPIVNR. The TCR CDR3 sequence is CASSLAGGGAYEQYF. Result: 1 (the TCR binds to the epitope).